From a dataset of Antibody paratope prediction from SAbDab with 1,023 antibody chains. Token-level Classification. Given an antibody amino acid sequence, predict which amino acid positions are active in antigen binding. Output is a list of indices for active paratope positions. The paratope positions are: [52, 83, 84, 85, 104, 105, 106, 107, 108, 109, 110]. Given the antibody sequence: EIQLEQSGAEVKKSGESLKISCQTSGYSFSDYWIGWVRQMPGKGLEWMGIFYPGDSDSRYSPSFEGQVTMSADRSTNTAHLQWSSLKPSDTALYYCARLGGDYEDSGADAFDFWGQGTLVTVSS, which amino acid positions are active in antigen binding (paratope)?